From a dataset of Reaction yield outcomes from USPTO patents with 853,638 reactions. Predict the reaction yield, written as a fraction of the theoretical maximum amount of product (1.0 means a 100% yield; for example, 0.34 means a 34% yield). (1) The reactants are N([O-])=O.[Na+].[F:5][C:6]1[CH:7]=[C:8]([NH2:17])[CH:9]=[CH:10][C:11]=1[N:12]1[CH:16]=[CH:15][CH:14]=[N:13]1.[N-:18]=[N+:19]=[N-].[Na+].C([O-])(=O)C.[Na+]. The catalyst is Cl.O.C(OCC)(=O)C. The product is [N:17]([C:8]1[CH:9]=[CH:10][C:11]([N:12]2[CH:16]=[CH:15][CH:14]=[N:13]2)=[C:6]([F:5])[CH:7]=1)=[N+:18]=[N-:19]. The yield is 0.840. (2) The reactants are [Cl:1][C:2]1[N:7]=[C:6]([C:8]2[CH:13]=[CH:12][CH:11]=[CH:10][N:9]=2)[N:5]=[C:4]([NH:14][C@@H:15]([CH3:20])[C:16]([F:19])([F:18])[F:17])[C:3]=1[C:21]1[C:26]([F:27])=[CH:25][C:24](F)=[CH:23][C:22]=1[F:29].[CH3:30][NH:31][CH2:32][CH2:33][CH2:34][OH:35]. No catalyst specified. The product is [Cl:1][C:2]1[N:7]=[C:6]([C:8]2[CH:13]=[CH:12][CH:11]=[CH:10][N:9]=2)[N:5]=[C:4]([NH:14][C@@H:15]([CH3:20])[C:16]([F:19])([F:17])[F:18])[C:3]=1[C:21]1[C:22]([F:29])=[CH:23][C:24]([O:35][CH2:34][CH2:33][CH2:32][NH:31][CH3:30])=[CH:25][C:26]=1[F:27]. The yield is 0.100. (3) The reactants are [CH2:1]([O:3][C:4]([C:6]1[NH:7][C:8]([CH3:11])=[CH:9][CH:10]=1)=[O:5])[CH3:2].[F:12][C:13]1[CH:18]=[CH:17][C:16]([CH2:19][C:20](Cl)=[O:21])=[CH:15][CH:14]=1. The catalyst is ClCCCl. The product is [CH2:1]([O:3][C:4]([C:6]1[NH:7][C:8]([CH3:11])=[C:9]([C:20](=[O:21])[CH2:19][C:16]2[CH:17]=[CH:18][C:13]([F:12])=[CH:14][CH:15]=2)[CH:10]=1)=[O:5])[CH3:2]. The yield is 0.760. (4) The reactants are [Cl:1][C:2]1[NH:10][C:9]2[C:8](=[O:11])[N:7]([CH2:12][CH2:13][CH2:14][CH2:15]C(OCC)=O)[C:6](=[O:21])[N:5]([CH2:22][CH2:23][CH2:24][CH2:25][CH3:26])[C:4]=2[N:3]=1.CC[O-].[Na+].[Cl:31][C:32]1[CH:33]=[C:34]([CH2:38]/[C:39](=[N:42]/[H])/[NH:40][OH:41])[CH:35]=[CH:36][CH:37]=1. The catalyst is CCO. The product is [Cl:1][C:2]1[NH:10][C:9]2[C:8](=[O:11])[N:7]([CH2:12][CH2:13][CH2:14][C:15]3[O:41][N:40]=[C:39]([CH2:38][C:34]4[CH:35]=[CH:36][CH:37]=[C:32]([Cl:31])[CH:33]=4)[N:42]=3)[C:6](=[O:21])[N:5]([CH2:22][CH2:23][CH2:24][CH2:25][CH3:26])[C:4]=2[N:3]=1. The yield is 0.490. (5) The reactants are [C:1]([O:5][C:6]([N:8]1[CH2:12][C@@H:11]([C:13]2[CH:18]=[CH:17][C:16]([F:19])=[CH:15][N:14]=2)[C@H:10](C(O)=O)[CH2:9]1)=[O:7])([CH3:4])([CH3:3])[CH3:2].C1C=CC(P([N:37]=[N+]=[N-])(C2C=CC=CC=2)=O)=CC=1.C(N(CC)CC)C.[OH-].[Na+]. The catalyst is C1(C)C=CC=CC=1. The product is [NH2:37][C@H:10]1[C@H:11]([C:13]2[CH:18]=[CH:17][C:16]([F:19])=[CH:15][N:14]=2)[CH2:12][N:8]([C:6]([O:5][C:1]([CH3:4])([CH3:3])[CH3:2])=[O:7])[CH2:9]1. The yield is 0.880. (6) The reactants are Br[C:2]1[S:6][C:5]([NH:7][C:8]([NH:10][C:11]2[CH:16]=[CH:15][C:14]([CH3:17])=[CH:13][C:12]=2[C:18]([CH:20]2[CH2:24][CH2:23][CH2:22][CH2:21]2)=[O:19])=[O:9])=[N:4][CH:3]=1.[CH3:25][N:26]([CH3:30])[CH2:27][CH2:28][SH:29]. No catalyst specified. The product is [CH:20]1([C:18]([C:12]2[CH:13]=[C:14]([CH3:17])[CH:15]=[CH:16][C:11]=2[NH:10][C:8]([NH:7][C:5]2[S:6][C:2]([S:29][CH2:28][CH2:27][N:26]([CH3:30])[CH3:25])=[CH:3][N:4]=2)=[O:9])=[O:19])[CH2:24][CH2:23][CH2:22][CH2:21]1. The yield is 0.300. (7) The reactants are [Cl:1][C:2]([Cl:11])([Cl:10])[C:3]([C:5]1[NH:6][CH:7]=[CH:8][CH:9]=1)=[O:4].[N+:12]([O-:15])(O)=[O:13].[CH:16](O)(C)C. The catalyst is C(OC(=O)C)(=O)C. The product is [N+:12]([C:8]1[CH:9]=[C:5]([C:3](=[O:4])[C:2]([Cl:1])([Cl:10])[Cl:11])[N:6]([CH3:16])[CH:7]=1)([O-:15])=[O:13]. The yield is 0.540.